Dataset: Forward reaction prediction with 1.9M reactions from USPTO patents (1976-2016). Task: Predict the product of the given reaction. (1) Given the reactants C([O:4][CH2:5][C:6]1[C:7]([N:31]2[CH2:43][CH2:42][N:34]3[C:35]4[CH2:36][CH2:37][CH2:38][CH2:39][C:40]=4[CH:41]=[C:33]3[C:32]2=[O:44])=[N:8][CH:9]=[CH:10][C:11]=1[C:12]1[CH:17]=[C:16]([NH:18][C:19]2[CH:28]=[C:22]3[CH2:23][N:24]([CH3:27])[CH2:25][CH2:26][N:21]3[N:20]=2)[C:15](=[O:29])[N:14]([CH3:30])[N:13]=1)(=O)C.[OH-].[Li+], predict the reaction product. The product is: [OH:4][CH2:5][C:6]1[C:7]([N:31]2[CH2:43][CH2:42][N:34]3[C:35]4[CH2:36][CH2:37][CH2:38][CH2:39][C:40]=4[CH:41]=[C:33]3[C:32]2=[O:44])=[N:8][CH:9]=[CH:10][C:11]=1[C:12]1[CH:17]=[C:16]([NH:18][C:19]2[CH:28]=[C:22]3[CH2:23][N:24]([CH3:27])[CH2:25][CH2:26][N:21]3[N:20]=2)[C:15](=[O:29])[N:14]([CH3:30])[N:13]=1. (2) Given the reactants [NH2:1][C:2]1[N:6]([CH3:7])[N:5]=[C:4]([O:8][CH3:9])[C:3]=1[C:10]1[CH:18]=[CH:17][C:13]2[O:14][CH2:15][O:16][C:12]=2[CH:11]=1.[CH3:19][O:20][C:21]1[CH:26]=[CH:25][C:24]([S:27](Cl)(=[O:29])=[O:28])=[CH:23][CH:22]=1, predict the reaction product. The product is: [O:14]1[C:13]2[CH:17]=[CH:18][C:10]([C:3]3[C:4]([O:8][CH3:9])=[N:5][N:6]([CH3:7])[C:2]=3[NH:1][S:27]([C:24]3[CH:23]=[CH:22][C:21]([O:20][CH3:19])=[CH:26][CH:25]=3)(=[O:29])=[O:28])=[CH:11][C:12]=2[O:16][CH2:15]1. (3) Given the reactants C[O:2][C:3]1[C:4]([CH3:33])=[C:5]([C:24]([O:31]C)=[C:25]([O:29][CH3:30])[C:26]=1[O:27][CH3:28])[CH2:6][C:7]1[CH:8]=[CH:9][C:10]([C:16]2[CH:21]=[CH:20][C:19]([O:22][CH3:23])=[CH:18][CH:17]=2)=[C:11]([CH:15]=1)[C:12]([OH:14])=[O:13].O=[N+]([O-])[O-].[O-][N+](=O)[O-].[O-][N+](=O)[O-].[O-][N+](=O)[O-].[O-][N+](=O)[O-].[O-][N+](=O)[O-].[Ce+4].[NH4+].[NH4+], predict the reaction product. The product is: [CH3:28][O:27][C:26]1[C:3](=[O:2])[C:4]([CH3:33])=[C:5]([CH2:6][C:7]2[CH:8]=[CH:9][C:10]([C:16]3[CH:17]=[CH:18][C:19]([O:22][CH3:23])=[CH:20][CH:21]=3)=[C:11]([CH:15]=2)[C:12]([OH:14])=[O:13])[C:24](=[O:31])[C:25]=1[O:29][CH3:30]. (4) Given the reactants [CH:1]([C:4]1[CH:10]=[CH:9][C:8]([N+]([O-])=O)=[CH:7][C:5]=1N)([CH3:3])[CH3:2].OS(O)(=O)=O.N([O-])=O.[Na+].N[C:24](N)=O.[OH2:27], predict the reaction product. The product is: [CH:1]([C:4]1[CH:10]=[CH:9][C:8]([CH3:24])=[CH:7][C:5]=1[OH:27])([CH3:3])[CH3:2]. (5) The product is: [CH3:28][O:29][C:30](=[O:63])[CH2:31][CH:32]1[CH2:41][C:40]2[C:35](=[CH:36][C:37]([O:42][CH2:43][CH2:44][CH2:45][CH2:46][NH2:47])=[CH:38][CH:39]=2)[N:34]([CH2:55][C:56]2[CH:57]=[CH:58][CH:59]=[CH:60][CH:61]=2)[C:33]1=[O:62]. Given the reactants COC(=O)CC1CC2C(=CC(OCCNC(OC(C)(C)C)=O)=CC=2)NC1=O.[CH3:28][O:29][C:30](=[O:63])[CH2:31][CH:32]1[CH2:41][C:40]2[C:35](=[CH:36][C:37]([O:42][CH2:43][CH2:44][CH2:45][CH2:46][NH:47]C(OC(C)(C)C)=O)=[CH:38][CH:39]=2)[N:34]([CH2:55][C:56]2[CH:61]=[CH:60][CH:59]=[CH:58][CH:57]=2)[C:33]1=[O:62], predict the reaction product. (6) Given the reactants [Br:1][C:2]1[CH:7]=[CH:6][C:5](I)=[CH:4][C:3]=1[C:9]([F:12])([F:11])[F:10].[Li]CCCC.CCCCCC.[CH:24](=[O:31])[C:25]1[CH:30]=[CH:29][CH:28]=[CH:27][CH:26]=1.Cl, predict the reaction product. The product is: [Br:1][C:2]1[CH:7]=[CH:6][C:5]([CH:24]([C:25]2[CH:30]=[CH:29][CH:28]=[CH:27][CH:26]=2)[OH:31])=[CH:4][C:3]=1[C:9]([F:12])([F:11])[F:10]. (7) Given the reactants [CH3:1][O:2][C:3]1[CH:10]=[N:9][CH:8]=[C:7]([S:11]CCC)[C:4]=1[C:5]#[N:6].C[O-].[Na+].ClC1C=NC=C(SCCC)[C:20]=1[C:21]#[N:22].[OH2:31].C[OH:33], predict the reaction product. The product is: [CH2:21]([N:22]1[C:5](=[NH:6])[C:4]2[C:7](=[CH:8][N:9]=[CH:10][C:3]=2[O:2][CH3:1])[S:11]1(=[O:33])=[O:31])[CH3:20].